Dataset: Reaction yield outcomes from USPTO patents with 853,638 reactions. Task: Predict the reaction yield, written as a fraction of the theoretical maximum amount of product (1.0 means a 100% yield; for example, 0.34 means a 34% yield). (1) The reactants are [CH2:1]([O:3][C:4]([C:6]1[C:7](O)=[N:8][C:9]([S:12][CH3:13])=[N:10][CH:11]=1)=[O:5])[CH3:2].O=P(Cl)(Cl)[Cl:17].CCN(C1C=CC=CC=1)CC. No catalyst specified. The product is [CH2:1]([O:3][C:4]([C:6]1[C:7]([Cl:17])=[N:8][C:9]([S:12][CH3:13])=[N:10][CH:11]=1)=[O:5])[CH3:2]. The yield is 0.770. (2) The reactants are C1CCC(N=C=NC2CCCCC2)CC1.O.N1(O)C2C=CC=CC=2N=N1.Cl.[F:28][C:29]1[CH:34]=[CH:33][CH:32]=[CH:31][C:30]=1[NH:35][CH:36]([C:40]1[CH:45]=[CH:44][CH:43]=[CH:42][CH:41]=1)[C:37]([OH:39])=[O:38].[N:46]12[CH2:53][CH2:52][CH:49]([CH2:50][CH2:51]1)[C@@H:48](O)[CH2:47]2. The catalyst is C1COCC1. The product is [N:46]12[CH2:53][CH2:52][CH:49]([CH2:50][CH2:51]1)[C@@H:48]([O:38][C:37](=[O:39])[CH:36]([NH:35][C:30]1[CH:31]=[CH:32][CH:33]=[CH:34][C:29]=1[F:28])[C:40]1[CH:45]=[CH:44][CH:43]=[CH:42][CH:41]=1)[CH2:47]2. The yield is 0.160. (3) The reactants are C(Cl)Cl.CO.II.[Na].[CH2:9]([O:11][C:12](=[O:24])[CH2:13][C:14]([NH:16][CH2:17][CH2:18][C:19]([O:21]CC)=O)=[O:15])C. The catalyst is CO.C1(C)C=CC=CC=1.O. The product is [CH3:9][O:11][C:12]([CH:13]1[C:19](=[O:21])[CH2:18][CH2:17][NH:16][C:14]1=[O:15])=[O:24]. The yield is 0.880. (4) The reactants are CC1C=CC(S(O[CH2:12][C@H:13]2[CH2:18][CH2:17][C@@H:16]([OH:19])[CH2:15][CH2:14]2)(=O)=O)=CC=1.[C-]#N.[Na+].[CH3:23][N:24](C=O)C. The catalyst is C(OCC)(=O)C.O. The product is [OH:19][C@@H:16]1[CH2:15][CH2:14][C@H:13]([CH2:12][C:23]#[N:24])[CH2:18][CH2:17]1. The yield is 0.740. (5) The reactants are [CH:1]([N:14]1[CH2:17][C:16](=O)[CH2:15]1)([C:8]1[CH:13]=[CH:12][CH:11]=[CH:10][CH:9]=1)[C:2]1[CH:7]=[CH:6][CH:5]=[CH:4][CH:3]=1.Cl.[NH:20]1[CH2:23][CH2:22][CH2:21]1.C(O[BH-](OC(=O)C)OC(=O)C)(=O)C.[Na+].C(=O)([O-])[O-].[Na+].[Na+]. The catalyst is ClCCl.C(OCC)(=O)C.O. The product is [N:20]1([CH:16]2[CH2:17][N:14]([CH:1]([C:8]3[CH:13]=[CH:12][CH:11]=[CH:10][CH:9]=3)[C:2]3[CH:7]=[CH:6][CH:5]=[CH:4][CH:3]=3)[CH2:15]2)[CH2:23][CH2:22][CH2:21]1. The yield is 0.731. (6) The reactants are [CH2:1]([N:3]1[CH2:16][CH2:15][C:6]2[NH:7][C:8]3[CH:9]=[CH:10][C:11]([CH3:14])=[CH:12][C:13]=3[C:5]=2[CH2:4]1)[CH3:2].[CH2:17]=[CH:18][C:19]1[CH:24]=[CH:23][CH:22]=[CH:21][CH:20]=1.[H-].[Na+]. The catalyst is CN(C=O)C. The product is [CH2:1]([N:3]1[CH2:16][CH2:15][C:6]2[N:7]([CH2:17][CH2:18][C:19]3[CH:24]=[CH:23][CH:22]=[CH:21][CH:20]=3)[C:8]3[CH:9]=[CH:10][C:11]([CH3:14])=[CH:12][C:13]=3[C:5]=2[CH2:4]1)[CH3:2]. The yield is 0.0470. (7) The reactants are C([O-])(=O)C.[Na+].[CH3:6][O:7][CH2:8][C:9]1[N:10]=[C:11]([CH2:31][CH2:32][CH3:33])[N:12]([CH2:16][C:17]2[CH:22]=[CH:21][C:20]([C:23]3[C:24]([C:29]#[N:30])=[CH:25][CH:26]=[CH:27][CH:28]=3)=[CH:19][CH:18]=2)[C:13](=[O:15])[CH:14]=1.[Br:34]Br. The catalyst is C(O)(=O)C. The product is [Br:34][C:14]1[C:13](=[O:15])[N:12]([CH2:16][C:17]2[CH:22]=[CH:21][C:20]([C:23]3[C:24]([C:29]#[N:30])=[CH:25][CH:26]=[CH:27][CH:28]=3)=[CH:19][CH:18]=2)[C:11]([CH2:31][CH2:32][CH3:33])=[N:10][C:9]=1[CH2:8][O:7][CH3:6]. The yield is 0.390.